Task: Predict the reaction yield, written as a fraction of the theoretical maximum amount of product (1.0 means a 100% yield; for example, 0.34 means a 34% yield).. Dataset: Reaction yield outcomes from USPTO patents with 853,638 reactions (1) The reactants are Br[CH2:2][CH2:3][O:4][C:5]1[CH:10]=[CH:9][C:8]([NH:11][C:12](=[O:20])[C:13]2[CH:18]=[CH:17][CH:16]=[C:15]([F:19])[CH:14]=2)=[CH:7][C:6]=1[C:21]1[N:25]([CH3:26])[N:24]=[CH:23][CH:22]=1.O.[NH2:28][C:29]1[NH:33][N:32]=[N:31][N:30]=1.[H-].[Na+]. The catalyst is CC(N(C)C)=O. The product is [F:19][C:15]1[CH:14]=[C:13]([CH:18]=[CH:17][CH:16]=1)[C:12]([NH:11][C:8]1[CH:9]=[CH:10][C:5]([O:4][CH2:3][CH2:2][NH:28][C:29]2[NH:33][N:32]=[N:31][N:30]=2)=[C:6]([C:21]2[N:25]([CH3:26])[N:24]=[CH:23][CH:22]=2)[CH:7]=1)=[O:20]. The yield is 0.200. (2) The reactants are [F:1][C:2]([F:22])([F:21])[C:3]1[C:4]([CH2:19]O)=[CH:5][C:6]([C:9]2[CH:10]=[N:11][C:12]([C:15]([F:18])([F:17])[F:16])=[N:13][CH:14]=2)=[N:7][CH:8]=1.[Li+].C[Si]([N-][Si](C)(C)C)(C)C.CC1C=CC(S([Cl:43])(=O)=O)=CC=1. The catalyst is O1CCCC1. The product is [Cl:43][CH2:19][C:4]1[C:3]([C:2]([F:22])([F:21])[F:1])=[CH:8][N:7]=[C:6]([C:9]2[CH:10]=[N:11][C:12]([C:15]([F:18])([F:17])[F:16])=[N:13][CH:14]=2)[CH:5]=1. The yield is 0.350.